The task is: Regression. Given a peptide amino acid sequence and an MHC pseudo amino acid sequence, predict their binding affinity value. This is MHC class I binding data.. This data is from Peptide-MHC class I binding affinity with 185,985 pairs from IEDB/IMGT. The peptide sequence is TMSAEVAEL. The MHC is Mamu-B1001 with pseudo-sequence Mamu-B1001. The binding affinity (normalized) is 0.120.